Dataset: Forward reaction prediction with 1.9M reactions from USPTO patents (1976-2016). Task: Predict the product of the given reaction. (1) Given the reactants C(N(CC)CC)C.[NH2:8][CH2:9][CH:10]([C:12]1[CH:17]=[CH:16][CH:15]=[C:14]([O:18][CH3:19])[CH:13]=1)[OH:11].[C:20](Cl)(=[O:23])[CH2:21][CH3:22], predict the reaction product. The product is: [OH:11][CH:10]([C:12]1[CH:17]=[CH:16][CH:15]=[C:14]([O:18][CH3:19])[CH:13]=1)[CH2:9][NH:8][C:20](=[O:23])[CH2:21][CH3:22]. (2) Given the reactants Cl[C:2]1[N:10]=[C:9]2[C:5]([N:6]([CH3:11])[CH:7]=[N:8]2)=[C:4]([N:12]2[CH2:17][CH2:16][O:15][CH2:14][C@@H:13]2[CH2:18][CH3:19])[N:3]=1.Cl.[CH2:21]([C@H:23]1[CH2:28]OC[CH2:25][NH:24]1)[CH3:22].C([N:32]([CH:35]([CH3:37])C)CC)(C)C.[CH2:38](O)[CH3:39].CN(C=[O:45])C, predict the reaction product. The product is: [CH2:35]([NH:32][C:25]([NH:24][C:23]1[CH:28]=[CH:39][C:38]([C:2]2[N:10]=[C:9]3[C:5]([N:6]([CH3:11])[CH:7]=[N:8]3)=[C:4]([N:12]3[CH2:17][CH2:16][O:15][CH2:14][C@@H:13]3[CH2:18][CH3:19])[N:3]=2)=[CH:22][CH:21]=1)=[O:45])[CH3:37]. (3) Given the reactants [F:1][C:2]1[C:9]([OH:10])=[CH:8][CH:7]=[CH:6][C:3]=1[CH:4]=[O:5].[H-].[Na+].[CH2:13](Br)[C:14]1[CH:19]=[CH:18][CH:17]=[CH:16][CH:15]=1, predict the reaction product. The product is: [F:1][C:2]1[C:9]([O:10][CH2:13][C:14]2[CH:19]=[CH:18][CH:17]=[CH:16][CH:15]=2)=[CH:8][CH:7]=[CH:6][C:3]=1[CH:4]=[O:5]. (4) Given the reactants [CH:1]1([CH2:5][N:6]2[CH2:15][CH2:14][C@@:13]34[C:16]5[C:22]6[CH2:23][C@@H:7]2[C@:8]3([OH:39])[CH2:9][CH2:10][C:11](=[O:38])[C@@H:12]4[O:18][C:17]=5[C:19]([C:24]([NH:26]CC2C=CC(OC)=CC=2OC)=[O:25])=[CH:20][CH:21]=6)[CH2:4][CH2:3][CH2:2]1, predict the reaction product. The product is: [CH:1]1([CH2:5][N:6]2[CH2:15][CH2:14][C@@:13]34[C:16]5[C:22]6[CH2:23][C@@H:7]2[C@:8]3([OH:39])[CH2:9][CH2:10][C:11](=[O:38])[C@@H:12]4[O:18][C:17]=5[C:19]([C:24]([NH2:26])=[O:25])=[CH:20][CH:21]=6)[CH2:4][CH2:3][CH2:2]1. (5) The product is: [CH3:22][O:21][C:17](=[O:20])[CH:18]=[CH:19][C:5]1[CH:6]=[CH:7][C:2]([F:1])=[CH:3][C:4]=1[S:9][CH3:10]. Given the reactants [F:1][C:2]1[CH:7]=[CH:6][C:5](I)=[C:4]([S:9][CH3:10])[CH:3]=1.C([O-])([O-])=O.[K+].[K+].[C:17]([O:21][CH3:22])(=[O:20])[CH:18]=[CH2:19].N#N, predict the reaction product. (6) Given the reactants [H-].[Al+3].[Li+].[H-].[H-].[H-].[Si:7]([O:14][C@H:15]1[CH2:24][C:23]([CH3:26])([CH3:25])[CH2:22][C:21]2[N:20]=[C:19]([CH:27]3[CH2:31][CH2:30][CH2:29][CH2:28]3)[C:18]([C:32]([C:34]3[CH:39]=[CH:38][C:37]([C:40]([F:43])([F:42])[F:41])=[CH:36][CH:35]=3)=[O:33])=[C:17]([CH:44]3[CH2:49][CH2:48][CH2:47][CH2:46][CH2:45]3)[C:16]1=2)([C:10]([CH3:13])([CH3:12])[CH3:11])([CH3:9])[CH3:8].C(C(C(C([O-])=O)O)O)([O-])=O.[K+].[Na+], predict the reaction product. The product is: [Si:7]([O:14][C@H:15]1[CH2:24][C:23]([CH3:26])([CH3:25])[CH2:22][C:21]2[N:20]=[C:19]([CH:27]3[CH2:28][CH2:29][CH2:30][CH2:31]3)[C:18]([C@H:32]([C:34]3[CH:35]=[CH:36][C:37]([C:40]([F:43])([F:42])[F:41])=[CH:38][CH:39]=3)[OH:33])=[C:17]([CH:44]3[CH2:45][CH2:46][CH2:47][CH2:48][CH2:49]3)[C:16]1=2)([C:10]([CH3:11])([CH3:12])[CH3:13])([CH3:9])[CH3:8]. (7) The product is: [CH3:24][O:11][C:10](=[O:12])[C@@H:9]([NH:8][C:6]([O:5][C:1]([CH3:4])([CH3:2])[CH3:3])=[O:7])[CH2:13][C:14]1[CH:19]=[CH:18][C:17]([N+:20]([O-:22])=[O:21])=[CH:16][CH:15]=1. Given the reactants [C:1]([O:5][C:6]([NH:8][C@@H:9]([CH2:13][C:14]1[CH:19]=[CH:18][C:17]([N+:20]([O-:22])=[O:21])=[CH:16][CH:15]=1)[C:10]([OH:12])=[O:11])=[O:7])([CH3:4])([CH3:3])[CH3:2].[Si](C=[N+]=[N-])(C)(C)[CH3:24], predict the reaction product. (8) Given the reactants C(OC(=O)[N:7]([CH2:9][C:10]1[CH:14]=[C:13]([C:15]2[CH:20]=[CH:19][CH:18]=[CH:17][CH:16]=2)[N:12]([S:21]([C:24]2[CH:25]=[N:26][CH:27]=[C:28](Br)[CH:29]=2)(=[O:23])=[O:22])[CH:11]=1)[CH3:8])(C)(C)C.C(N(CC)CC)C.CO.[C:41]([O:44][CH2:45]C)(=[O:43])C.[ClH:47], predict the reaction product. The product is: [ClH:47].[CH3:8][NH:7][CH2:9][C:10]1[CH:14]=[C:13]([C:15]2[CH:20]=[CH:19][CH:18]=[CH:17][CH:16]=2)[N:12]([S:21]([C:24]2[CH:25]=[N:26][CH:27]=[C:28]([CH:29]=2)[C:41]([O:44][CH3:45])=[O:43])(=[O:22])=[O:23])[CH:11]=1. (9) Given the reactants [C:1]([Cl:5])(Cl)(Cl)[Cl:2].C1(P(C2C=CC=CC=2)C2C=CC=CC=2)C=CC=CC=1.[F:25][C:26]1[CH:31]=[C:30]([F:32])[C:29]([O:33][CH3:34])=[CH:28][C:27]=1[C:35](=O)[C:36]([O:38][CH2:39][CH3:40])=[O:37], predict the reaction product. The product is: [Cl:2][C:1]([Cl:5])=[C:35]([C:27]1[CH:28]=[C:29]([O:33][CH3:34])[C:30]([F:32])=[CH:31][C:26]=1[F:25])[C:36]([O:38][CH2:39][CH3:40])=[O:37].